From a dataset of Peptide-MHC class II binding affinity with 134,281 pairs from IEDB. Regression. Given a peptide amino acid sequence and an MHC pseudo amino acid sequence, predict their binding affinity value. This is MHC class II binding data. The peptide sequence is FLLSYGEKDFEDYRF. The MHC is HLA-DQA10501-DQB10301 with pseudo-sequence HLA-DQA10501-DQB10301. The binding affinity (normalized) is 0.